This data is from NCI-60 drug combinations with 297,098 pairs across 59 cell lines. The task is: Regression. Given two drug SMILES strings and cell line genomic features, predict the synergy score measuring deviation from expected non-interaction effect. (1) Drug 1: CC1C(C(CC(O1)OC2CC(CC3=C2C(=C4C(=C3O)C(=O)C5=C(C4=O)C(=CC=C5)OC)O)(C(=O)C)O)N)O.Cl. Drug 2: C(CC(=O)O)C(=O)CN.Cl. Cell line: OVCAR-5. Synergy scores: CSS=13.6, Synergy_ZIP=-8.10, Synergy_Bliss=-4.90, Synergy_Loewe=-14.6, Synergy_HSA=-4.91. (2) Drug 1: CC1=CC2C(CCC3(C2CCC3(C(=O)C)OC(=O)C)C)C4(C1=CC(=O)CC4)C. Drug 2: C(=O)(N)NO. Cell line: MDA-MB-435. Synergy scores: CSS=-6.81, Synergy_ZIP=5.87, Synergy_Bliss=2.26, Synergy_Loewe=-3.50, Synergy_HSA=-4.23. (3) Drug 1: COC1=CC(=CC(=C1O)OC)C2C3C(COC3=O)C(C4=CC5=C(C=C24)OCO5)OC6C(C(C7C(O6)COC(O7)C8=CC=CS8)O)O. Drug 2: CC1C(C(CC(O1)OC2CC(CC3=C2C(=C4C(=C3O)C(=O)C5=C(C4=O)C(=CC=C5)OC)O)(C(=O)C)O)N)O.Cl. Cell line: NCI-H522. Synergy scores: CSS=37.4, Synergy_ZIP=-5.86, Synergy_Bliss=-1.10, Synergy_Loewe=1.74, Synergy_HSA=2.90.